This data is from Full USPTO retrosynthesis dataset with 1.9M reactions from patents (1976-2016). The task is: Predict the reactants needed to synthesize the given product. (1) Given the product [Br:1][C:2]1[CH:7]=[CH:6][CH:5]=[CH:4][C:3]=1[S:8]([CH:9]([CH3:11])[CH3:10])(=[O:12])=[O:18], predict the reactants needed to synthesize it. The reactants are: [Br:1][C:2]1[CH:7]=[CH:6][CH:5]=[CH:4][C:3]=1[S:8][CH:9]([CH3:11])[CH3:10].[OH:12]OS([O-])=O.[K+].[OH2:18]. (2) Given the product [Br:1][C:2]1[CH:7]=[CH:6][C:5]([C:8]2[CH:13]=[CH:12][C:11]([Cl:30])=[CH:10][CH:9]=2)=[C:4]([S:14]([CH3:17])(=[O:16])=[O:15])[CH:3]=1, predict the reactants needed to synthesize it. The reactants are: [Br:1][C:2]1[CH:7]=[CH:6][C:5]([C:8]2[CH:13]=[CH:12][CH:11]=[CH:10][CH:9]=2)=[C:4]([S:14]([CH3:17])(=[O:16])=[O:15])[CH:3]=1.BrC1C=CC(I)=C(S(C)(=O)=O)C=1.[Cl:30]C1C=CC(B(O)O)=CC=1. (3) Given the product [OH:30][C:27]([C@@H:23]1[CH2:24][CH2:25][CH2:26][C@H:22]1[C:20]([C:17]1[CH:18]=[CH:19][C:14]([C:7]2[CH:8]=[CH:9][C:4]([N+:1]([O-:3])=[O:2])=[CH:5][CH:6]=2)=[CH:15][CH:16]=1)=[O:21])([CH3:29])[CH3:28], predict the reactants needed to synthesize it. The reactants are: [N+:1]([C:4]1[CH:9]=[CH:8][C:7](B(O)O)=[CH:6][CH:5]=1)([O-:3])=[O:2].Br[C:14]1[CH:19]=[CH:18][C:17]([C:20]([C@@H:22]2[CH2:26][CH2:25][CH2:24][C@H:23]2[C:27]([OH:30])([CH3:29])[CH3:28])=[O:21])=[CH:16][CH:15]=1.[F-].[K+].COCCOC. (4) Given the product [C:1]1([N:7]([C:28]2[CH:33]=[CH:32][CH:31]=[CH:30][CH:29]=2)[C:8]2[N:13]=[C:12]([N:14]([C:21]3[CH:26]=[CH:25][CH:24]=[CH:23][CH:22]=3)[C:15]3[CH:20]=[CH:19][CH:18]=[CH:17][CH:16]=3)[N:11]=[C:10]([O:40][C:34]3[CH:39]=[CH:38][CH:37]=[CH:36][CH:35]=3)[N:9]=2)[CH:6]=[CH:5][CH:4]=[CH:3][CH:2]=1, predict the reactants needed to synthesize it. The reactants are: [C:1]1([N:7]([C:28]2[CH:33]=[CH:32][CH:31]=[CH:30][CH:29]=2)[C:8]2[N:13]=[C:12]([N:14]([C:21]3[CH:26]=[CH:25][CH:24]=[CH:23][CH:22]=3)[C:15]3[CH:20]=[CH:19][CH:18]=[CH:17][CH:16]=3)[N:11]=[C:10](Cl)[N:9]=2)[CH:6]=[CH:5][CH:4]=[CH:3][CH:2]=1.[C:34]1([OH:40])[CH:39]=[CH:38][CH:37]=[CH:36][CH:35]=1.[OH-].[Na+].[O-]C1C=CC=CC=1.[Na+]. (5) Given the product [C:1]([CH2:3][CH2:4][PH:5]([O:14][C@@H:15]1[C@@H:19]([CH2:20][O:21][C:22]([C:29]2[CH:30]=[CH:31][C:32]([O:35][CH3:36])=[CH:33][CH:34]=2)([C:37]2[CH:42]=[CH:41][C:40]([O:43][CH3:44])=[CH:39][CH:38]=2)[C:23]2[CH:28]=[CH:27][CH:26]=[CH:25][CH:24]=2)[O:18][C@@H:17]([N:76]2[CH:74]=[CH:73][C:79]([NH2:75])=[N:78][C:77]2=[O:63])[C@@H:16]1[O:53][C:54](=[O:62])[NH:55][C:56]1[CH:61]=[CH:60][CH:59]=[CH:58][CH:57]=1)([N:7]([CH:11]([CH3:13])[CH3:12])[CH:8]([CH3:9])[CH3:10])[OH:6])#[N:2], predict the reactants needed to synthesize it. The reactants are: [C:1]([CH2:3][CH2:4][PH:5]([O:14][C@@H:15]1[C@@H:19]([CH2:20][O:21][C:22]([C:37]2[CH:42]=[CH:41][C:40]([O:43][CH3:44])=[CH:39][CH:38]=2)([C:29]2[CH:34]=[CH:33][C:32]([O:35][CH3:36])=[CH:31][CH:30]=2)[C:23]2[CH:28]=[CH:27][CH:26]=[CH:25][CH:24]=2)[O:18][C@@H:17](N2C=CC(=O)NC2=O)[C@@H:16]1[O:53][C:54](=[O:62])[NH:55][C:56]1[CH:61]=[CH:60][CH:59]=[CH:58][CH:57]=1)([N:7]([CH:11]([CH3:13])[CH3:12])[CH:8]([CH3:10])[CH3:9])[OH:6])#[N:2].[O:63]=P(Cl)(Cl)Cl.C(N([CH2:73][CH3:74])CC)C.[NH:75]1[CH:79]=[N:78][CH:77]=[N:76]1.